This data is from Catalyst prediction with 721,799 reactions and 888 catalyst types from USPTO. The task is: Predict which catalyst facilitates the given reaction. (1) Reactant: Cl.[NH:2]1[CH2:6][CH2:5][CH:4]([C:7]2[O:11][N:10]=[C:9]([C:12]3[NH:13][CH:14]=[CH:15][CH:16]=3)[N:8]=2)[CH2:3]1.C(N(CC)CC)C.[F:24][C:25]1[CH:33]=[CH:32][C:28]([C:29](Cl)=[O:30])=[CH:27][CH:26]=1.[OH-].[Na+]. Product: [F:24][C:25]1[CH:33]=[CH:32][C:28]([C:29]([N:2]2[CH2:6][CH2:5][CH:4]([C:7]3[O:11][N:10]=[C:9]([C:12]4[NH:13][CH:14]=[CH:15][CH:16]=4)[N:8]=3)[CH2:3]2)=[O:30])=[CH:27][CH:26]=1. The catalyst class is: 4. (2) Reactant: [CH2:1]([O:3][CH:4]([NH:9][C:10]1[CH:15]=[CH:14][C:13]([O:16][C:17]2[CH:22]=[CH:21][N:20]=[C:19]3[CH:23]=[C:24]([C:26]4[CH:31]=[CH:30][C:29]([CH2:32][NH:33][CH2:34][CH2:35][O:36][CH3:37])=[CH:28][N:27]=4)[S:25][C:18]=23)=[C:12]([F:38])[CH:11]=1)[C:5]([F:8])([F:7])[F:6])[CH3:2].[CH3:39][C:40]([O:43][C:44](O[C:44]([O:43][C:40]([CH3:42])([CH3:41])[CH3:39])=[O:45])=[O:45])([CH3:42])[CH3:41]. Product: [CH2:1]([O:3][CH:4]([NH:9][C:10]1[CH:15]=[CH:14][C:13]([O:16][C:17]2[CH:22]=[CH:21][N:20]=[C:19]3[CH:23]=[C:24]([C:26]4[N:27]=[CH:28][C:29]([CH2:32][N:33]([CH2:34][CH2:35][O:36][CH3:37])[C:44](=[O:45])[O:43][C:40]([CH3:42])([CH3:41])[CH3:39])=[CH:30][CH:31]=4)[S:25][C:18]=23)=[C:12]([F:38])[CH:11]=1)[C:5]([F:7])([F:6])[F:8])[CH3:2]. The catalyst class is: 79. (3) Reactant: [CH2:1]([C:4]1([CH:20]([CH3:22])[CH3:21])[O:9][C:8](=[O:10])[N:7]([CH:11]([C:13]2[CH:18]=[CH:17][C:16](Br)=[CH:15][CH:14]=2)[CH3:12])[CH2:6][CH2:5]1)[CH:2]=[CH2:3].[F:23][C:24]1[CH:29]=[C:28]([F:30])[CH:27]=[CH:26][C:25]=1B(O)O.C([O-])([O-])=O.[Cs+].[Cs+]. Product: [CH2:1]([C:4]1([CH:20]([CH3:22])[CH3:21])[O:9][C:8](=[O:10])[N:7]([C@H:11]([C:13]2[CH:18]=[CH:17][C:16]([C:27]3[CH:26]=[CH:25][C:24]([F:23])=[CH:29][C:28]=3[F:30])=[CH:15][CH:14]=2)[CH3:12])[CH2:6][CH2:5]1)[CH:2]=[CH2:3]. The catalyst class is: 184. (4) Reactant: [C:1]([O:5][C:6](=[O:16])[CH2:7][N:8]1[CH:12]=[CH:11][C:10]([N+:13]([O-])=O)=[N:9]1)([CH3:4])([CH3:3])[CH3:2].[H][H]. Product: [C:1]([O:5][C:6](=[O:16])[CH2:7][N:8]1[CH:12]=[CH:11][C:10]([NH2:13])=[N:9]1)([CH3:4])([CH3:2])[CH3:3]. The catalyst class is: 19. (5) Reactant: [CH3:1][C:2]1[N:3]=[C:4]2[S:22][CH:21]=[CH:20][N:5]2[C:6](=[O:19])[C:7]=1[C:8]1[CH:13]=[CH:12][C:11]([O:14][C:15]([F:18])([F:17])[F:16])=[CH:10][CH:9]=1.[CH3:23][O:24][C:25]1[C:26]([O:33][CH2:34][CH2:35][O:36][CH3:37])=[C:27]([CH:30]=[CH:31][CH:32]=1)[CH:28]=O.[O-]CC.[Na+]. Product: [CH3:23][O:24][C:25]1[C:26]([O:33][CH2:34][CH2:35][O:36][CH3:37])=[C:27](/[CH:28]=[CH:1]/[C:2]2[N:3]=[C:4]3[S:22][CH:21]=[CH:20][N:5]3[C:6](=[O:19])[C:7]=2[C:8]2[CH:13]=[CH:12][C:11]([O:14][C:15]([F:17])([F:18])[F:16])=[CH:10][CH:9]=2)[CH:30]=[CH:31][CH:32]=1. The catalyst class is: 8.